Dataset: Peptide-MHC class II binding affinity with 134,281 pairs from IEDB. Task: Regression. Given a peptide amino acid sequence and an MHC pseudo amino acid sequence, predict their binding affinity value. This is MHC class II binding data. (1) The peptide sequence is ATPEAKFDSFVAAFT. The MHC is DRB1_0901 with pseudo-sequence DRB1_0901. The binding affinity (normalized) is 0.614. (2) The peptide sequence is GELQIVDKIDAAFMI. The MHC is DRB3_0101 with pseudo-sequence DRB3_0101. The binding affinity (normalized) is 0.450. (3) The peptide sequence is GEQAAYAGRARA. The MHC is H-2-IAs with pseudo-sequence H-2-IAs. The binding affinity (normalized) is 0.221. (4) The peptide sequence is QMKDCTERQANFLGKIW. The MHC is DRB5_0101 with pseudo-sequence DRB5_0101. The binding affinity (normalized) is 0.162. (5) The peptide sequence is GAVDIINKWQVVAPQ. The MHC is HLA-DPA10301-DPB10402 with pseudo-sequence HLA-DPA10301-DPB10402. The binding affinity (normalized) is 0.0935.